From a dataset of Forward reaction prediction with 1.9M reactions from USPTO patents (1976-2016). Predict the product of the given reaction. (1) Given the reactants Br[C:2]1[CH:3]=[C:4]2[C:9](=[C:10]([O:12][CH3:13])[CH:11]=1)[N:8]=[C:7]([NH:14][C:15]1[CH:20]=[CH:19][C:18]([S:21]([NH2:24])(=[O:23])=[O:22])=[CH:17][CH:16]=1)[N:6]=[CH:5]2.[CH3:25]B1OB(C)OB(C)O1.C(=O)([O-])[O-].[K+].[K+].CN(C=O)C, predict the reaction product. The product is: [CH3:13][O:12][C:10]1[CH:11]=[C:2]([CH3:25])[CH:3]=[C:4]2[C:9]=1[N:8]=[C:7]([NH:14][C:15]1[CH:20]=[CH:19][C:18]([S:21]([NH2:24])(=[O:23])=[O:22])=[CH:17][CH:16]=1)[N:6]=[CH:5]2. (2) Given the reactants Cl[C:2]1[C:11]([CH2:12][S:13][C:14]2[N:19]=[C:18]([OH:20])[CH:17]=[C:16]([CH3:21])[N:15]=2)=[CH:10][C:9]2[C:4](=[CH:5][CH:6]=[CH:7][CH:8]=2)[N:3]=1.[NH:22]1[CH2:27][CH2:26][CH2:25][CH2:24][CH2:23]1.O, predict the reaction product. The product is: [CH3:21][C:16]1[N:15]=[C:14]([S:13][CH2:12][C:11]2[C:2]([N:22]3[CH2:27][CH2:26][CH2:25][CH2:24][CH2:23]3)=[N:3][C:4]3[C:9]([CH:10]=2)=[CH:8][CH:7]=[CH:6][CH:5]=3)[N:19]=[C:18]([OH:20])[CH:17]=1. (3) Given the reactants [C:1]([O:4][C@H:5]1[C@@H:9]([O:10][C:11](=[O:13])[CH3:12])[C@H:8]([N:14]2[CH:22]=[N:21][C:20]3[C:15]2=[N:16][C:17]([Cl:34])=[N:18][C:19]=3[NH:23][CH2:24][CH2:25][NH:26]C(OC(C)(C)C)=O)[O:7][C@@H:6]1[CH2:35][S:36][CH2:37][CH2:38][CH:39]([NH:44][C:45]([O:47][CH2:48][CH:49]1[C:61]2[CH:60]=[CH:59][CH:58]=[CH:57][C:56]=2[C:55]2[C:50]1=[CH:51][CH:52]=[CH:53][CH:54]=2)=[O:46])[C:40]([O:42][CH3:43])=[O:41])(=[O:3])[CH3:2].FC(F)(F)C(O)=O, predict the reaction product. The product is: [C:1]([O:4][C@H:5]1[C@@H:9]([O:10][C:11](=[O:13])[CH3:12])[C@H:8]([N:14]2[CH:22]=[N:21][C:20]3[C:15]2=[N:16][C:17]([Cl:34])=[N:18][C:19]=3[NH:23][CH2:24][CH2:25][NH2:26])[O:7][C@@H:6]1[CH2:35][S:36][CH2:37][CH2:38][CH:39]([NH:44][C:45]([O:47][CH2:48][CH:49]1[C:61]2[CH:60]=[CH:59][CH:58]=[CH:57][C:56]=2[C:55]2[C:50]1=[CH:51][CH:52]=[CH:53][CH:54]=2)=[O:46])[C:40]([O:42][CH3:43])=[O:41])(=[O:3])[CH3:2].